Dataset: Catalyst prediction with 721,799 reactions and 888 catalyst types from USPTO. Task: Predict which catalyst facilitates the given reaction. (1) Reactant: C(N(CC)CC)C.[S:8](Cl)([CH3:11])(=[O:10])=[O:9].[CH2:13]([N:17]1[C:25]([N:26]2[CH2:31][CH2:30][NH:29][CH2:28][CH2:27]2)=[N:24][C:23]2[C:18]1=[N:19][C:20]([C:38]1[CH:39]=[N:40][C:41]([NH2:44])=[N:42][CH:43]=1)=[N:21][C:22]=2[N:32]1[CH2:37][CH2:36][O:35][CH2:34][CH2:33]1)[CH:14]([CH3:16])[CH3:15]. Product: [CH2:13]([N:17]1[C:25]([N:26]2[CH2:31][CH2:30][N:29]([S:8]([CH3:11])(=[O:10])=[O:9])[CH2:28][CH2:27]2)=[N:24][C:23]2[C:18]1=[N:19][C:20]([C:38]1[CH:43]=[N:42][C:41]([NH2:44])=[N:40][CH:39]=1)=[N:21][C:22]=2[N:32]1[CH2:37][CH2:36][O:35][CH2:34][CH2:33]1)[CH:14]([CH3:16])[CH3:15]. The catalyst class is: 37. (2) Product: [C:33]([N:40]1[C@@H:41]([CH:48]=[CH:2][C:3]2[CH:4]=[CH:5][CH:6]=[CH:7][CH:8]=2)[CH2:42][CH2:43][CH2:44][C@@H:45]1[CH3:46])([O:35][C:36]([CH3:39])([CH3:38])[CH3:37])=[O:34]. Reactant: [Br-].[CH2:2]([P+](C1C=CC=CC=1)(C1C=CC=CC=1)C1C=CC=CC=1)[C:3]1[CH:8]=[CH:7][CH:6]=[CH:5][CH:4]=1.[Li]CCCC.[C:33]([N:40]1[C@@H:45]([CH:46]=O)[CH2:44][CH2:43][CH2:42][C@@H:41]1[CH3:48])([O:35][C:36]([CH3:39])([CH3:38])[CH3:37])=[O:34].CCOC(C)=O.CCCCCC. The catalyst class is: 20. (3) Reactant: [C:1]([CH2:9][C:10]#[N:11])(=O)[C:2]1[CH:7]=[CH:6][CH:5]=[CH:4][CH:3]=1.C(O)(=O)C.[OH:16][CH2:17][CH2:18][NH:19][NH2:20]. Product: [NH2:11][C:10]1[N:19]([CH2:18][CH2:17][OH:16])[N:20]=[C:1]([C:2]2[CH:7]=[CH:6][CH:5]=[CH:4][CH:3]=2)[CH:9]=1. The catalyst class is: 6. (4) Reactant: Cl[C:2]1[N:7]=[C:6]([NH:8][C:9]([C:11]2([C:14]3[CH:24]=[CH:23][C:17]4[O:18][C:19]([F:22])([F:21])[O:20][C:16]=4[CH:15]=3)[CH2:13][CH2:12]2)=[O:10])[CH:5]=[C:4]([CH3:25])[C:3]=1[CH3:26].[CH3:27][O:28][C:29]1[C:34]([CH3:35])=[CH:33][C:32](B2OC(C)(C)C(C)(C)O2)=[CH:31][N:30]=1.C([O-])([O-])=O.[Na+].[Na+]. Product: [F:21][C:19]1([F:22])[O:18][C:17]2[CH:23]=[CH:24][C:14]([C:11]3([C:9]([NH:8][C:6]4[N:7]=[C:2]([C:32]5[CH:31]=[N:30][C:29]([O:28][CH3:27])=[C:34]([CH3:35])[CH:33]=5)[C:3]([CH3:26])=[C:4]([CH3:25])[CH:5]=4)=[O:10])[CH2:13][CH2:12]3)=[CH:15][C:16]=2[O:20]1. The catalyst class is: 853. (5) Reactant: [CH3:1][C:2]1[N:7]=[C:6]([NH:8][C:9]2[CH:14]=[C:13]([NH2:15])[C:12]([N+:16]([O-:18])=[O:17])=[CH:11][N:10]=2)[CH:5]=[C:4]([CH3:19])[N:3]=1.[H-].[Na+].[Cl:22][C:23]1[CH:31]=[CH:30][CH:29]=[C:28]([Cl:32])[C:24]=1[C:25](Cl)=[O:26]. Product: [Cl:22][C:23]1[CH:31]=[CH:30][CH:29]=[C:28]([Cl:32])[C:24]=1[C:25]([NH:15][C:13]1[C:12]([N+:16]([O-:18])=[O:17])=[CH:11][N:10]=[C:9]([NH:8][C:6]2[CH:5]=[C:4]([CH3:19])[N:3]=[C:2]([CH3:1])[N:7]=2)[CH:14]=1)=[O:26]. The catalyst class is: 9. (6) Reactant: [CH3:1][C:2]1([CH3:18])[O:7][CH2:6][C:5]([C:11]2[CH:16]=[CH:15][CH:14]=[C:13]([CH3:17])[CH:12]=2)([N+:8]([O-])=O)[CH2:4][O:3]1.O. Product: [CH3:1][C:2]1([CH3:18])[O:3][CH2:4][C:5]([C:11]2[CH:16]=[CH:15][CH:14]=[C:13]([CH3:17])[CH:12]=2)([NH2:8])[CH2:6][O:7]1. The catalyst class is: 171. (7) The catalyst class is: 2. Reactant: [Cl:1][C:2]1[C:11]([CH:12]([NH2:16])[CH2:13][CH:14]=[CH2:15])=[CH:10][C:9]2[C:4](=[CH:5][C:6]([F:17])=[CH:7][CH:8]=2)[N:3]=1.C([O-])([O-])=O.[Na+].[Na+].Cl[C:25]([O:27][CH2:28][C:29]1[CH:34]=[CH:33][CH:32]=[CH:31][CH:30]=1)=[O:26]. Product: [Cl:1][C:2]1[C:11]([CH:12]([NH:16][C:25](=[O:26])[O:27][CH2:28][C:29]2[CH:34]=[CH:33][CH:32]=[CH:31][CH:30]=2)[CH2:13][CH:14]=[CH2:15])=[CH:10][C:9]2[C:4](=[CH:5][C:6]([F:17])=[CH:7][CH:8]=2)[N:3]=1. (8) Reactant: [OH:1][CH2:2][C@H:3]1[CH2:8][CH2:7][C@H:6]([N:9]2[C:14]3[C:15]4[CH:21]=[CH:20][NH:19][C:16]=4[N:17]=[CH:18][C:13]=3[C:12](=[O:22])[N:11]=[CH:10]2)[CH2:5][CH2:4]1.I(C1C=CC=CC=1C(O)=O)(=O)=O.C(=O)([O-])O.[Na+].S([O-])([O-])(=O)=S.[Na+].[Na+]. Product: [O:22]=[C:12]1[N:11]=[CH:10][N:9]([C@H:6]2[CH2:7][CH2:8][C@H:3]([CH:2]=[O:1])[CH2:4][CH2:5]2)[C:14]2[C:15]3[CH:21]=[CH:20][NH:19][C:16]=3[N:17]=[CH:18][C:13]1=2. The catalyst class is: 16. (9) Reactant: [C:1]([N:4]([C:35]1[CH:40]=[CH:39][C:38]([Cl:41])=[CH:37][CH:36]=1)[C@H:5]1[C:14]2[C:9](=[CH:10][CH:11]=[CH:12][CH:13]=2)[N:8]([C:15]([C:17]2[CH:22]=[CH:21][C:20]([N:23]([CH3:33])[CH2:24][CH2:25][C:26]([CH3:32])([CH3:31])[C:27]([O:29]C)=[O:28])=[CH:19][CH:18]=2)=[O:16])[C@@H:7]([CH3:34])[CH2:6]1)(=[O:3])[CH3:2].[OH-].[Na+]. Product: [C:1]([N:4]([C:35]1[CH:36]=[CH:37][C:38]([Cl:41])=[CH:39][CH:40]=1)[C@H:5]1[C:14]2[C:9](=[CH:10][CH:11]=[CH:12][CH:13]=2)[N:8]([C:15]([C:17]2[CH:22]=[CH:21][C:20]([N:23]([CH3:33])[CH2:24][CH2:25][C:26]([CH3:32])([CH3:31])[C:27]([OH:29])=[O:28])=[CH:19][CH:18]=2)=[O:16])[C@@H:7]([CH3:34])[CH2:6]1)(=[O:3])[CH3:2]. The catalyst class is: 364.